From a dataset of Forward reaction prediction with 1.9M reactions from USPTO patents (1976-2016). Predict the product of the given reaction. (1) Given the reactants C[O:2][C:3]1[CH:4]=[C:5]2[C:9](=[CH:10][C:11]=1[O:12][CH3:13])[C:8](=[O:14])[CH2:7][CH2:6]2.[Cl-].[Li+].CN(C=O)C, predict the reaction product. The product is: [OH:2][C:3]1[CH:4]=[C:5]2[C:9](=[CH:10][C:11]=1[O:12][CH3:13])[C:8](=[O:14])[CH2:7][CH2:6]2. (2) The product is: [CH3:1][NH:2][C:3](=[O:13])[O:4][CH2:5][C:6]1[CH:11]=[CH:10][CH:9]=[C:8]([NH:14][C:15]2[S:16][C:17]([C:23]3[C:24]([F:34])=[CH:25][C:26]([C:30]([OH:33])([CH3:31])[CH3:32])=[CH:27][C:28]=3[F:29])=[CH:18][C:19]=2[C:20]([NH2:22])=[O:21])[N:7]=1. Given the reactants [CH3:1][NH:2][C:3](=[O:13])[O:4][CH2:5][C:6]1[CH:11]=[CH:10][CH:9]=[C:8](Br)[N:7]=1.[NH2:14][C:15]1[S:16][C:17]([C:23]2[C:28]([F:29])=[CH:27][C:26]([C:30]([OH:33])([CH3:32])[CH3:31])=[CH:25][C:24]=2[F:34])=[CH:18][C:19]=1[C:20]([NH2:22])=[O:21], predict the reaction product. (3) Given the reactants [CH3:1][C:2]([O:5][C:6]([NH:8][CH2:9][C@@H:10]1[CH2:15][CH2:14][C@H:13]([C:16]([N:18]2[CH2:22][C@@H:21]([N:23]3[CH2:28][CH2:27][NH:26][CH2:25][CH2:24]3)[CH2:20][C@H:19]2[C:29]([NH:31][C:32]2[CH:41]=[CH:40][C:35]([C:36]([O:38][CH3:39])=[O:37])=[CH:34][CH:33]=2)=[O:30])=[O:17])[CH2:12][CH2:11]1)=[O:7])([CH3:4])[CH3:3].[N-:42]=[C:43]=[O:44].[K+].C(=O)(O)[O-].[Na+], predict the reaction product. The product is: [C:2]([O:5][C:6]([NH:8][CH2:9][CH:10]1[CH2:15][CH2:14][CH:13]([C:16]([N:18]2[CH2:22][C@@H:21]([N:23]3[CH2:28][CH2:27][N:26]([C:43](=[O:44])[NH2:42])[CH2:25][CH2:24]3)[CH2:20][C@H:19]2[C:29]([NH:31][C:32]2[CH:33]=[CH:34][C:35]([C:36]([O:38][CH3:39])=[O:37])=[CH:40][CH:41]=2)=[O:30])=[O:17])[CH2:12][CH2:11]1)=[O:7])([CH3:1])([CH3:3])[CH3:4].